From a dataset of TCR-epitope binding with 47,182 pairs between 192 epitopes and 23,139 TCRs. Binary Classification. Given a T-cell receptor sequence (or CDR3 region) and an epitope sequence, predict whether binding occurs between them. (1) The epitope is AVFDRKSDAK. The TCR CDR3 sequence is CASSIGTAAEAFF. Result: 1 (the TCR binds to the epitope). (2) The epitope is KLSYGIATV. The TCR CDR3 sequence is CASSQGQYTGELFF. Result: 1 (the TCR binds to the epitope). (3) The epitope is MLNIPSINV. The TCR CDR3 sequence is CASSLGLNYEQYF. Result: 1 (the TCR binds to the epitope). (4) The epitope is LEPLVDLPI. The TCR CDR3 sequence is CASSQDGASARDTQYF. Result: 0 (the TCR does not bind to the epitope). (5) Result: 0 (the TCR does not bind to the epitope). The TCR CDR3 sequence is CASSAYRGQANEQFF. The epitope is EPLPQGQLTAY. (6) The epitope is GILGFVFTL. The TCR CDR3 sequence is CASSYGLNQPQHF. Result: 0 (the TCR does not bind to the epitope). (7) The epitope is KRWIILGLNK. The TCR CDR3 sequence is CASSSTRNGEQFF. Result: 1 (the TCR binds to the epitope). (8) The epitope is PKYVKQNTLKLAT. The TCR CDR3 sequence is CASRTEDNSPLHF. Result: 1 (the TCR binds to the epitope). (9) The epitope is LPAADLDDF. The TCR CDR3 sequence is CASSQGQLNTEAFF. Result: 1 (the TCR binds to the epitope).